This data is from Full USPTO retrosynthesis dataset with 1.9M reactions from patents (1976-2016). The task is: Predict the reactants needed to synthesize the given product. (1) Given the product [F:1][C:2]([F:14])([F:15])[C:3]1[CH:4]=[C:5]([NH:6][C:37](=[O:38])[O:36][C:33]([CH3:35])([CH3:34])[CH3:32])[CH:7]=[C:8]([C:10]([F:11])([F:12])[F:13])[CH:9]=1, predict the reactants needed to synthesize it. The reactants are: [F:1][C:2]([F:15])([F:14])[C:3]1[CH:4]=[C:5]([CH:7]=[C:8]([C:10]([F:13])([F:12])[F:11])[CH:9]=1)[NH2:6].C(N(CC)CC)C.CN(C1C=CC=CN=1)C.[CH3:32][C:33]([O:36][C:37](O[C:37]([O:36][C:33]([CH3:35])([CH3:34])[CH3:32])=[O:38])=[O:38])([CH3:35])[CH3:34]. (2) Given the product [Cl:22][C:21]1[C:16]2[N:15]=[C:14]3[N:8]([C:5]4[C:4]([CH3:28])=[CH:3][C:2]([S:30]([CH3:29])(=[O:32])=[O:31])=[CH:7][N:6]=4)[CH2:9][CH2:10][CH2:11][CH2:12][N:13]3[C:17]=2[C:18]([CH:23]([CH2:26][CH3:27])[CH2:24][CH3:25])=[CH:19][CH:20]=1, predict the reactants needed to synthesize it. The reactants are: Br[C:2]1[CH:3]=[C:4]([CH3:28])[C:5]([N:8]2[C:14]3=[N:15][C:16]4[C:21]([Cl:22])=[CH:20][CH:19]=[C:18]([CH:23]([CH2:26][CH3:27])[CH2:24][CH3:25])[C:17]=4[N:13]3[CH2:12][CH2:11][CH2:10][CH2:9]2)=[N:6][CH:7]=1.[CH3:29][S:30]([O-:32])=[O:31].[Na+]. (3) Given the product [CH2:15]([N:19]([CH2:26][CH2:27][CH2:28][CH3:29])[C:20]1[CH:25]=[CH:24][C:23](/[CH:3]=[CH:4]/[CH:5]=[CH:6]/[CH:7]=[O:8])=[CH:22][CH:21]=1)[CH2:16][CH2:17][CH3:18], predict the reactants needed to synthesize it. The reactants are: CN(C1C=CC=CC=1)/[CH:3]=[CH:4]/[CH:5]=[CH:6]/[CH:7]=[O:8].[CH2:15]([N:19]([CH2:26][CH2:27][CH2:28][CH3:29])[C:20]1[CH:25]=[CH:24][CH:23]=[CH:22][CH:21]=1)[CH2:16][CH2:17][CH3:18].P(Cl)(Cl)(Cl)=O. (4) Given the product [CH2:19]([C:9]1([C:14]([O:16][CH2:17][CH3:18])=[O:15])[CH2:10][CH2:11][CH2:12][CH2:13][C:8]1=[O:7])[CH3:20], predict the reactants needed to synthesize it. The reactants are: C(=O)([O-])[O-].[K+].[K+].[O:7]=[C:8]1[CH2:13][CH2:12][CH2:11][CH2:10][CH:9]1[C:14]([O:16][CH2:17][CH3:18])=[O:15].[CH2:19](I)[CH3:20].